Task: Predict the reaction yield, written as a fraction of the theoretical maximum amount of product (1.0 means a 100% yield; for example, 0.34 means a 34% yield).. Dataset: Reaction yield outcomes from USPTO patents with 853,638 reactions (1) The reactants are Cl[C:2]1[N:7]=[C:6]([C:8]2[N:12]3[CH:13]=[CH:14][CH:15]=[CH:16][C:11]3=[N:10][C:9]=2[C:17]2[CH:18]=[CH:19][C:20]([O:34][CH:35]([CH3:37])[CH3:36])=[C:21]([CH:33]=2)[C:22]([NH:24][C:25]2[C:30]([F:31])=[CH:29][CH:28]=[CH:27][C:26]=2[F:32])=[O:23])[CH:5]=[CH:4][N:3]=1.[CH3:38][C:39]1[C:40]([N:48]2[CH2:53][CH2:52][CH:51]([CH2:54][CH2:55][S:56]([CH3:59])(=[O:58])=[O:57])[CH2:50][CH2:49]2)=[CH:41][C:42]([O:46][CH3:47])=[C:43]([CH:45]=1)[NH2:44].Cl.C1(O)C=CC=CC=1.N1C=CN=C1.[Si](Cl)(C(C)(C)C)(C)C. The catalyst is FC(F)(F)CO. The product is [F:32][C:26]1[CH:27]=[CH:28][CH:29]=[C:30]([F:31])[C:25]=1[NH:24][C:22](=[O:23])[C:21]1[CH:33]=[C:17]([C:9]2[N:10]=[C:11]3[CH:16]=[CH:15][CH:14]=[CH:13][N:12]3[C:8]=2[C:6]2[CH:5]=[CH:4][N:3]=[C:2]([NH:44][C:43]3[CH:45]=[C:39]([CH3:38])[C:40]([N:48]4[CH2:53][CH2:52][CH:51]([CH2:54][CH2:55][S:56]([CH3:59])(=[O:58])=[O:57])[CH2:50][CH2:49]4)=[CH:41][C:42]=3[O:46][CH3:47])[N:7]=2)[CH:18]=[CH:19][C:20]=1[O:34][CH:35]([CH3:37])[CH3:36]. The yield is 0.940. (2) The yield is 0.620. The product is [NH2:1][C:2]1[N:11]=[C:10]([OH:12])[C:9]2[C:4](=[N:5][CH:6]=[C:7]([CH2:13][NH:14][C:15]3[CH:33]=[CH:32][C:18]([C:19]([NH:21][C@H:22]([C:28]([O:30][CH3:31])=[O:29])[CH2:23][CH2:24][C:25](=[O:26])[NH:41][CH2:42][CH2:43][O:44][CH2:45][CH2:46][O:47][CH2:48][CH2:49][NH:50][C:51](=[O:57])[O:52][C:53]([CH3:55])([CH3:54])[CH3:56])=[O:20])=[CH:17][CH:16]=3)[N:8]=2)[N:3]=1. The catalyst is CN(C)C=O.C(OCC)C. The reactants are [NH2:1][C:2]1[N:11]=[C:10]([OH:12])[C:9]2[C:4](=[N:5][CH:6]=[C:7]([CH2:13][NH:14][C:15]3[CH:33]=[CH:32][C:18]([C:19]([NH:21][C@H:22]([C:28]([O:30][CH3:31])=[O:29])[CH2:23][CH2:24][C:25](O)=[O:26])=[O:20])=[CH:17][CH:16]=3)[N:8]=2)[N:3]=1.C(N(CC)CC)C.[NH2:41][CH2:42][CH2:43][O:44][CH2:45][CH2:46][O:47][CH2:48][CH2:49][NH:50][C:51](=[O:57])[O:52][C:53]([CH3:56])([CH3:55])[CH3:54].[B-](F)(F)(F)F.CN(C(ON1C(=O)C=CC=C1)=[N+](C)C)C. (3) The reactants are [Si:1]([O:8][CH2:9][C:10]([C:13]1[CH:14]=[C:15](B(O)O)[C:16]([F:19])=[N:17][CH:18]=1)([CH3:12])[CH3:11])([C:4]([CH3:7])([CH3:6])[CH3:5])([CH3:3])[CH3:2].Cl[C:24]1[N:29]=[C:28]([CH3:30])[N:27]=[C:26]([NH2:31])[N:25]=1.C([O-])(=O)C.[K+]. The catalyst is O1CCOCC1.O.CC(P(C(C)(C)C)C1C=CC(N(C)C)=CC=1)(C)C.CC(P(C(C)(C)C)C1C=CC(N(C)C)=CC=1)(C)C.Cl[Pd]Cl. The product is [Si:1]([O:8][CH2:9][C:10]([C:13]1[CH:14]=[C:15]([C:24]2[N:29]=[C:28]([CH3:30])[N:27]=[C:26]([NH2:31])[N:25]=2)[C:16]([F:19])=[N:17][CH:18]=1)([CH3:12])[CH3:11])([C:4]([CH3:7])([CH3:6])[CH3:5])([CH3:3])[CH3:2]. The yield is 0.345. (4) The yield is 0.990. The product is [C:1]1([N:7]2[C:11]([NH:12][C:24](=[O:25])[O:26][C:27]3[CH:32]=[CH:31][CH:30]=[CH:29][CH:28]=3)=[CH:10][C:9]([C:13]([F:15])([F:16])[F:14])=[N:8]2)[CH:2]=[CH:3][CH:4]=[CH:5][CH:6]=1. The reactants are [C:1]1([N:7]2[C:11]([NH2:12])=[CH:10][C:9]([C:13]([F:16])([F:15])[F:14])=[N:8]2)[CH:6]=[CH:5][CH:4]=[CH:3][CH:2]=1.C([O-])([O-])=O.[K+].[K+].Cl[C:24]([O:26][C:27]1[CH:32]=[CH:31][CH:30]=[CH:29][CH:28]=1)=[O:25]. The catalyst is C1COCC1. (5) The reactants are [CH2:1]([CH:3]1[C:8](=[O:9])[NH:7][C:6]2[CH:10]=[CH:11][C:12]([N+:14]([O-:16])=[O:15])=[CH:13][C:5]=2[O:4]1)[CH3:2].C(=O)([O-])[O-].[K+].[K+].I[CH2:24][CH3:25].O. The catalyst is CN(C=O)C. The product is [CH2:1]([CH:3]1[C:8](=[O:9])[N:7]([CH2:24][CH3:25])[C:6]2[CH:10]=[CH:11][C:12]([N+:14]([O-:16])=[O:15])=[CH:13][C:5]=2[O:4]1)[CH3:2]. The yield is 0.880.